This data is from Forward reaction prediction with 1.9M reactions from USPTO patents (1976-2016). The task is: Predict the product of the given reaction. (1) The product is: [Br:19][C:4]1[CH:3]=[CH:2][C:1]([C:7]2[CH:12]=[CH:11][C:10]([C:13]3[CH:14]=[CH:15][CH:16]=[CH:17][CH:18]=3)=[CH:9][CH:8]=2)=[CH:6][CH:5]=1. Given the reactants [C:1]1([C:7]2[CH:12]=[CH:11][C:10]([C:13]3[CH:18]=[CH:17][CH:16]=[CH:15][CH:14]=3)=[CH:9][CH:8]=2)[CH:6]=[CH:5][CH:4]=[CH:3][CH:2]=1.[Br:19]Br, predict the reaction product. (2) The product is: [F:13][C:14]1[CH:22]=[CH:21][CH:20]=[CH:19][C:15]=1[C:16]([N:10]([O:11][CH3:12])[CH3:9])=[O:17]. Given the reactants C(N(CC)CC)C.Cl.[CH3:9][NH:10][O:11][CH3:12].[F:13][C:14]1[CH:22]=[CH:21][CH:20]=[CH:19][C:15]=1[C:16](Cl)=[O:17], predict the reaction product. (3) Given the reactants C([O:8][CH2:9][CH2:10][O:11][C:12]1[CH:13]=[C:14]([CH:32]=[CH:33][CH:34]=1)[CH2:15][N:16]1[C:20]2=[N:21][C:22]([NH:25][C:26]3[CH:27]=[N:28][N:29]([CH3:31])[CH:30]=3)=[N:23][CH:24]=[C:19]2[CH:18]=[N:17]1)C1C=CC=CC=1, predict the reaction product. The product is: [CH3:31][N:29]1[CH:30]=[C:26]([NH:25][C:22]2[N:21]=[C:20]3[N:16]([CH2:15][C:14]4[CH:13]=[C:12]([CH:34]=[CH:33][CH:32]=4)[O:11][CH2:10][CH2:9][OH:8])[N:17]=[CH:18][C:19]3=[CH:24][N:23]=2)[CH:27]=[N:28]1. (4) Given the reactants C(S[C:9]1[CH:10]=[C:11]2[C:16](=[CH:17][CH:18]=1)[N:15]([C:19]1[C:24]([O:25][CH3:26])=[CH:23][C:22]([C:27]3[CH:32]=[CH:31][CH:30]=[C:29]([F:33])[CH:28]=3)=[C:21]([F:34])[CH:20]=1)[C:14](=[O:35])[CH:13]=[CH:12]2)C1C=CC=CC=1.C(Cl)Cl.C(O)(=O)C.[S:43]([Cl:47])(Cl)(=[O:45])=[O:44], predict the reaction product. The product is: [F:34][C:21]1[CH:20]=[C:19]([N:15]2[C:16]3[C:11](=[CH:10][C:9]([S:43]([Cl:47])(=[O:45])=[O:44])=[CH:18][CH:17]=3)[CH:12]=[CH:13][C:14]2=[O:35])[C:24]([O:25][CH3:26])=[CH:23][C:22]=1[C:27]1[CH:32]=[CH:31][CH:30]=[C:29]([F:33])[CH:28]=1. (5) Given the reactants [CH:1]1([N:6]2[C:10]3[N:11]=[C:12]4[CH2:19][N:18](C(OC(C)(C)C)=O)[CH2:17][CH2:16][N:13]4[C:14](=[O:15])[C:9]=3[CH:8]=[N:7]2)[CH2:5][CH2:4][CH2:3][CH2:2]1, predict the reaction product. The product is: [CH:1]1([N:6]2[C:10]3[N:11]=[C:12]4[CH2:19][NH:18][CH2:17][CH2:16][N:13]4[C:14](=[O:15])[C:9]=3[CH:8]=[N:7]2)[CH2:5][CH2:4][CH2:3][CH2:2]1. (6) Given the reactants [F:1][C:2]([F:19])([F:18])[C:3]1[C:4]([NH2:17])=[N:5][CH:6]=[C:7]([C:9]2[S:13][C:12]3=[N:14][CH:15]=[CH:16][N:11]3[N:10]=2)[CH:8]=1.C1C(=O)N([I:27])C(=O)C1.S([O-])([O-])(=O)=S.[Na+].[Na+], predict the reaction product. The product is: [F:19][C:2]([F:1])([F:18])[C:3]1[C:4]([NH2:17])=[N:5][CH:6]=[C:7]([C:9]2[S:13][C:12]3=[N:14][CH:15]=[C:16]([I:27])[N:11]3[N:10]=2)[CH:8]=1. (7) Given the reactants [NH2:1][C:2]1[CH:7]=[C:6]([C:8]([C:10]2[C:18]3[CH:17]=[N:16][CH:15]=[N:14][C:13]=3[N:12]([C:19]([CH3:22])([CH3:21])[CH3:20])[CH:11]=2)=[O:9])[CH:5]=[CH:4][N:3]=1.[CH3:23][C:24]1[CH:28]=[C:27]([CH3:29])[N:26]([CH2:30][C:31](O)=[O:32])[N:25]=1, predict the reaction product. The product is: [C:19]([N:12]1[C:13]2[N:14]=[CH:15][N:16]=[CH:17][C:18]=2[C:10]([C:8]([C:6]2[CH:5]=[CH:4][N:3]=[C:2]([NH:1][C:31](=[O:32])[CH2:30][N:26]3[C:27]([CH3:29])=[CH:28][C:24]([CH3:23])=[N:25]3)[CH:7]=2)=[O:9])=[CH:11]1)([CH3:22])([CH3:21])[CH3:20]. (8) Given the reactants [CH3:1][CH:2]1[C:7](=O)[CH2:6][CH2:5][N:4]([C:9]([O:11][C:12]([CH3:15])([CH3:14])[CH3:13])=[O:10])[CH2:3]1.[CH:16]1([NH2:22])[CH2:21][CH2:20][CH2:19][CH2:18][CH2:17]1.C(O)(=O)C.C([BH3-])#N.[Na+], predict the reaction product. The product is: [CH:16]1([NH:22][C@@H:7]2[CH2:6][CH2:5][N:4]([C:9]([O:11][C:12]([CH3:15])([CH3:14])[CH3:13])=[O:10])[CH2:3][C@H:2]2[CH3:1])[CH2:21][CH2:20][CH2:19][CH2:18][CH2:17]1.[CH:16]1([NH:22][C@H:7]2[CH2:6][CH2:5][N:4]([C:9]([O:11][C:12]([CH3:15])([CH3:14])[CH3:13])=[O:10])[CH2:3][C@H:2]2[CH3:1])[CH2:21][CH2:20][CH2:19][CH2:18][CH2:17]1.